Dataset: Forward reaction prediction with 1.9M reactions from USPTO patents (1976-2016). Task: Predict the product of the given reaction. (1) Given the reactants [NH2:1][C:2]1[O:6][C:5]([C:7]2[CH:12]=[CH:11][N:10]=[CH:9][C:8]=2[NH:13][C:14]2[CH:19]=[CH:18][C:17]([I:20])=[CH:16][C:15]=2[F:21])=[N:4][N:3]=1.[N:22]([CH2:25][C:26]([O:28][CH2:29][CH3:30])=[O:27])=[C:23]=[O:24].N(CC([O-])=O)=C=O, predict the reaction product. The product is: [CH2:29]([O:28][C:26](=[O:27])[CH2:25][NH:22][C:23]([NH:1][C:2]1[O:6][C:5]([C:7]2[CH:12]=[CH:11][N:10]=[CH:9][C:8]=2[NH:13][C:14]2[CH:19]=[CH:18][C:17]([I:20])=[CH:16][C:15]=2[F:21])=[N:4][N:3]=1)=[O:24])[CH3:30]. (2) Given the reactants [CH2:1]([O:8][C:9]1[CH:18]=[CH:17][CH:16]=[C:15]2[C:10]=1[CH2:11][CH2:12][CH2:13][CH:14]2[C:19]([OH:21])=O)[C:2]1[CH:7]=[CH:6][CH:5]=[CH:4][CH:3]=1.[CH2:22]([O:29][C:30]1[CH:31]=[C:32]([CH2:44][NH:45][C:46]2[CH:51]=[CH:50][C:49]([CH:52]([CH3:54])[CH3:53])=[CH:48][CH:47]=2)[CH:33]=[CH:34][C:35]=1[O:36][CH2:37][C:38]1[CH:43]=[CH:42][CH:41]=[CH:40][CH:39]=1)[C:23]1[CH:28]=[CH:27][CH:26]=[CH:25][CH:24]=1, predict the reaction product. The product is: [CH2:1]([O:8][C:9]1[CH:18]=[CH:17][CH:16]=[C:15]2[C:10]=1[CH2:11][CH2:12][CH2:13][CH:14]2[C:19]([N:45]([CH2:44][C:32]1[CH:33]=[CH:34][C:35]([O:36][CH2:37][C:38]2[CH:39]=[CH:40][CH:41]=[CH:42][CH:43]=2)=[C:30]([O:29][CH2:22][C:23]2[CH:24]=[CH:25][CH:26]=[CH:27][CH:28]=2)[CH:31]=1)[C:46]1[CH:47]=[CH:48][C:49]([CH:52]([CH3:53])[CH3:54])=[CH:50][CH:51]=1)=[O:21])[C:2]1[CH:3]=[CH:4][CH:5]=[CH:6][CH:7]=1. (3) Given the reactants [O:1]1[CH2:5][CH2:4][CH2:3][CH:2]1[C:6]([NH2:8])=[O:7].[ClH:9], predict the reaction product. The product is: [ClH:9].[O:1]1[CH2:5][CH2:4][CH2:3][CH:2]1[C:6]([NH2:8])=[O:7]. (4) Given the reactants [N+:1]([C:4]1[CH:5]=[CH:6][C:7]([C:10]([O:12]C)=O)=[N:8][CH:9]=1)([O-:3])=[O:2], predict the reaction product. The product is: [N+:1]([C:4]1[CH:5]=[CH:6][C:7]([C:10]([N:8]2[CH2:9][CH2:4][CH2:5][CH2:6][CH2:7]2)=[O:12])=[N:8][CH:9]=1)([O-:3])=[O:2]. (5) Given the reactants [NH2:1][CH:2]([CH:7]([OH:9])[CH3:8])[C:3]([O:5][CH3:6])=[O:4].C1N2CCN(CC2)C1.[CH:18]([C@H:20]1[CH2:25][N:24]([C:26]([O:28][CH2:29][C:30]2[CH:35]=[CH:34][CH:33]=[CH:32][CH:31]=2)=[O:27])[C@H:23]([CH3:36])[CH2:22][CH2:21]1)=O.C1C(=O)N(Cl)C(=O)C1, predict the reaction product. The product is: [CH2:29]([O:28][C:26]([N:24]1[C@H:23]([CH3:36])[CH2:22][CH2:21][C@@H:20]([C:18]2[O:9][CH:7]([CH3:8])[CH:2]([C:3]([O:5][CH3:6])=[O:4])[N:1]=2)[CH2:25]1)=[O:27])[C:30]1[CH:31]=[CH:32][CH:33]=[CH:34][CH:35]=1. (6) The product is: [OH:1][CH2:2][CH2:3][O:4][C:5]1[CH:14]=[CH:13][C:8]([C:9]([OH:11])=[O:10])=[CH:7][C:6]=1[CH3:15]. Given the reactants [OH:1][CH2:2][CH2:3][O:4][C:5]1[CH:14]=[CH:13][C:8]([C:9]([O:11]C)=[O:10])=[CH:7][C:6]=1[CH3:15].[OH-].[Na+], predict the reaction product. (7) Given the reactants Br[C:2]1[CH:3]=[C:4]2[C:9](=[CH:10][CH:11]=1)[N:8]=[C:7]([NH:12][C:13]([CH3:27])([CH3:26])[CH2:14][N:15]([CH:23]([CH3:25])[CH3:24])[C:16](=[O:22])[O:17][C:18]([CH3:21])([CH3:20])[CH3:19])[N:6]=[CH:5]2.[CH:28]1([NH:31][C:32](=[O:49])[C:33]2[CH:38]=[CH:37][C:36]([CH3:39])=[C:35](B3OC(C)(C)C(C)(C)O3)[CH:34]=2)[CH2:30][CH2:29]1, predict the reaction product. The product is: [CH:28]1([NH:31][C:32]([C:33]2[CH:38]=[CH:37][C:36]([CH3:39])=[C:35]([C:2]3[CH:3]=[C:4]4[C:9](=[CH:10][CH:11]=3)[N:8]=[C:7]([NH:12][C:13]([CH3:27])([CH3:26])[CH2:14][N:15]([CH:23]([CH3:24])[CH3:25])[C:16](=[O:22])[O:17][C:18]([CH3:20])([CH3:21])[CH3:19])[N:6]=[CH:5]4)[CH:34]=2)=[O:49])[CH2:29][CH2:30]1. (8) Given the reactants [NH2:1][C:2]1[N:7]=[C:6]([Cl:8])[C:5]([CH:9]([OH:14])[CH2:10][CH2:11][CH:12]=[CH2:13])=[C:4]([Cl:15])[N:3]=1, predict the reaction product. The product is: [NH2:1][C:2]1[N:3]=[C:4]([Cl:15])[C:5]([C:9](=[O:14])[CH2:10][CH2:11][CH:12]=[CH2:13])=[C:6]([Cl:8])[N:7]=1.